Dataset: Catalyst prediction with 721,799 reactions and 888 catalyst types from USPTO. Task: Predict which catalyst facilitates the given reaction. (1) Reactant: [N+:1]([C:4]1[C:12]([OH:13])=[CH:11][CH:10]=[C:9]2[C:5]=1[CH2:6][CH2:7][CH2:8]2)([O-:3])=[O:2].[N+:14]([C:17]1[CH:25]=[C:24]2[C:20]([CH2:21][CH2:22][CH2:23]2)=[CH:19][C:18]=1[OH:26])([O-:16])=[O:15].C(N(CC)CC)C.[F:34][C:35]([F:48])([F:47])[S:36](O[S:36]([C:35]([F:48])([F:47])[F:34])(=[O:38])=[O:37])(=[O:38])=[O:37]. Product: [O:13]([C:12]1[C:4]([N+:1]([O-:3])=[O:2])=[C:5]2[C:9](=[CH:10][CH:11]=1)[CH2:8][CH2:7][CH2:6]2)[S:36]([C:35]([F:48])([F:47])[F:34])(=[O:38])=[O:37].[O:26]([C:18]1[CH:19]=[C:20]2[C:24](=[CH:25][C:17]=1[N+:14]([O-:16])=[O:15])[CH2:23][CH2:22][CH2:21]2)[S:36]([C:35]([F:48])([F:47])[F:34])(=[O:38])=[O:37]. The catalyst class is: 4. (2) Reactant: C1(S(OCCCCCCCCCCCC)(=O)=O)C=CC=CC=1.[Na].[C:24]([O:28][CH2:29][CH2:30][CH2:31][CH3:32])(=[O:27])[CH:25]=[CH2:26].[C:33]([OH:38])(=[O:37])[C:34]([CH3:36])=[CH2:35].S(OOS([O-])(=O)=O)([O-])(=O)=O.[K+].[K+]. Product: [CH2:29]([O:28][C:24](=[O:27])[CH:25]=[CH2:26])[CH2:30][CH2:31][CH3:32].[C:33]([OH:38])(=[O:37])[C:34]([CH3:36])=[CH2:35]. The catalyst class is: 6.